This data is from Forward reaction prediction with 1.9M reactions from USPTO patents (1976-2016). The task is: Predict the product of the given reaction. (1) The product is: [ClH:23].[CH3:18][O:17][C:14]1[CH:15]=[CH:16][C:11]([CH2:10][CH2:9][NH:7][CH3:6])=[C:12]([NH2:19])[CH:13]=1. Given the reactants C(O[C:6](=O)[N:7]([CH2:9][CH2:10][C:11]1[CH:16]=[CH:15][C:14]([O:17][CH3:18])=[CH:13][C:12]=1[N+:19]([O-])=O)C)(C)(C)C.[ClH:23], predict the reaction product. (2) Given the reactants Br[C:2]1[CH:3]=[N:4][C:5]([C:8]([N:10]2[CH2:15][CH2:14][N:13]([C:16]3[C:21]([CH3:22])=[CH:20][C:19]([CH3:23])=[CH:18][N:17]=3)[CH2:12][CH2:11]2)=[O:9])=[N:6][CH:7]=1.[CH3:24][N:25]1[CH2:29][CH2:28][NH:27][C:26]1=[O:30], predict the reaction product. The product is: [CH3:22][C:21]1[C:16]([N:13]2[CH2:14][CH2:15][N:10]([C:8]([C:5]3[N:4]=[CH:3][C:2]([N:27]4[CH2:28][CH2:29][N:25]([CH3:24])[C:26]4=[O:30])=[CH:7][N:6]=3)=[O:9])[CH2:11][CH2:12]2)=[N:17][CH:18]=[C:19]([CH3:23])[CH:20]=1.